This data is from Peptide-MHC class II binding affinity with 134,281 pairs from IEDB. The task is: Regression. Given a peptide amino acid sequence and an MHC pseudo amino acid sequence, predict their binding affinity value. This is MHC class II binding data. (1) The peptide sequence is TPLTLVDICFWSTLF. The MHC is DRB5_0101 with pseudo-sequence DRB5_0101. The binding affinity (normalized) is 0.174. (2) The peptide sequence is YDKFLANVSTVLRGK. The MHC is DRB1_0401 with pseudo-sequence DRB1_0401. The binding affinity (normalized) is 0.633. (3) The peptide sequence is SDYVYEPFPKRVWEQ. The MHC is DRB1_1602 with pseudo-sequence DRB1_1602. The binding affinity (normalized) is 0.521. (4) The peptide sequence is LVGPTPVNIIGRNLLTQIGC. The MHC is DRB1_0901 with pseudo-sequence DRB1_0901. The binding affinity (normalized) is 0.209. (5) The binding affinity (normalized) is 0.421. The peptide sequence is LHDLKIAIANIIDEI. The MHC is DRB5_0101 with pseudo-sequence DRB5_0101. (6) The peptide sequence is QMSIQLINKAVNALI. The MHC is DRB1_0404 with pseudo-sequence DRB1_0404. The binding affinity (normalized) is 0.751. (7) The MHC is HLA-DQA10501-DQB10301 with pseudo-sequence HLA-DQA10501-DQB10301. The peptide sequence is MWDPDVYLAFSGHRN. The binding affinity (normalized) is 0.259. (8) The peptide sequence is DKSFFTSAALRNLCF. The MHC is DRB1_0101 with pseudo-sequence DRB1_0101. The binding affinity (normalized) is 0.821. (9) The peptide sequence is DKAVSGLRSLTTLLR. The MHC is DRB5_0101 with pseudo-sequence DRB5_0101. The binding affinity (normalized) is 0.571. (10) The peptide sequence is FLGCLVKEIPPRLLY. The MHC is HLA-DQA10401-DQB10402 with pseudo-sequence HLA-DQA10401-DQB10402. The binding affinity (normalized) is 0.201.